From a dataset of Full USPTO retrosynthesis dataset with 1.9M reactions from patents (1976-2016). Predict the reactants needed to synthesize the given product. (1) Given the product [Br:15][C:16]1[CH:21]=[CH:20][C:19]([N:22]2[CH2:27][CH2:26][CH2:25][C@@H:24]([N:28]3[CH2:6][CH2:5][CH:4]([CH3:8])[CH2:3][CH2:2]3)[CH2:23]2)=[CH:18][CH:17]=1, predict the reactants needed to synthesize it. The reactants are: Br[CH2:2][CH2:3][CH:4]([CH3:8])[CH2:5][CH2:6]Br.C(=O)([O-])[O-].[K+].[K+].[Br:15][C:16]1[CH:21]=[CH:20][C:19]([N:22]2[CH2:27][CH2:26][CH2:25][C@@H:24]([NH2:28])[CH2:23]2)=[CH:18][CH:17]=1. (2) Given the product [CH2:20]([O:1][C:2]1[CH:11]=[CH:10][C:5]2[C:6]([CH3:9])=[N:7][O:8][C:4]=2[CH:3]=1)[CH:19]=[CH2:18], predict the reactants needed to synthesize it. The reactants are: [OH:1][C:2]1[CH:11]=[CH:10][C:5]2[C:6]([CH3:9])=[N:7][O:8][C:4]=2[CH:3]=1.C(=O)([O-])[O-].[K+].[K+].[CH2:18](Br)[CH:19]=[CH2:20].O. (3) Given the product [NH:1]1[C:9]2[C:4](=[CH:5][CH:6]=[CH:7][CH:8]=2)[C:3]([CH:17]([N:13]([CH:14]([CH3:15])[CH3:23])[CH:10]([CH3:12])[CH3:11])[CH3:18])=[CH:2]1, predict the reactants needed to synthesize it. The reactants are: [NH:1]1[C:9]2[C:4](=[CH:5][CH:6]=[CH:7][CH:8]=2)[CH:3]=[CH:2]1.[CH:10]([NH2:13])([CH3:12])[CH3:11].[CH:14](=O)[CH3:15].[C:17](OCC)(=O)[CH3:18].[C:23](O)(=O)C. (4) The reactants are: [C:1]([C:5]1[N:10]=[C:9]([NH:11][C:12]2[CH:17]=[C:16](Cl)[N:15]=[N:14][C:13]=2[C:19]([NH2:21])=[O:20])[CH:8]=[CH:7][CH:6]=1)([CH3:4])([CH3:3])[CH3:2].[NH2:22][C@@H:23]1[CH2:28][CH2:27][O:26][CH2:25][C@@H:24]1[NH:29][C:30](=[O:36])[O:31][C:32]([CH3:35])([CH3:34])[CH3:33]. Given the product [C:1]([C:5]1[N:10]=[C:9]([NH:11][C:12]2[CH:17]=[C:16]([NH:22][C@@H:23]3[CH2:28][CH2:27][O:26][CH2:25][C@@H:24]3[NH:29][C:30](=[O:36])[O:31][C:32]([CH3:34])([CH3:33])[CH3:35])[N:15]=[N:14][C:13]=2[C:19](=[O:20])[NH2:21])[CH:8]=[CH:7][CH:6]=1)([CH3:4])([CH3:3])[CH3:2], predict the reactants needed to synthesize it. (5) Given the product [CH3:1][O:2][C:3](=[O:40])[CH2:4][CH2:5][NH:6][C:7](=[O:39])[C:8]1[CH:13]=[CH:12][C:11]([CH:14]=[C:15]([C:32]2[CH:33]=[CH:34][C:35]([Cl:38])=[CH:36][CH:37]=2)[C:16]2[S:17][CH:18]=[C:19]([C:21]3[CH:26]=[CH:25][C:24]([O:27][C:28]([F:30])([F:31])[F:29])=[CH:23][CH:22]=3)[N:20]=2)=[CH:10][CH:9]=1, predict the reactants needed to synthesize it. The reactants are: [CH3:1][O:2][C:3](=[O:40])[CH2:4][CH2:5][NH:6][C:7](=[O:39])[C:8]1[CH:13]=[CH:12][C:11]([CH2:14][CH:15]([C:32]2[CH:37]=[CH:36][C:35]([Cl:38])=[CH:34][CH:33]=2)[C:16]2[S:17][CH:18]=[C:19]([C:21]3[CH:26]=[CH:25][C:24]([O:27][C:28]([F:31])([F:30])[F:29])=[CH:23][CH:22]=3)[N:20]=2)=[CH:10][CH:9]=1.BrN1C(=O)CCC1=O.C(OOC(=O)C1C=CC=CC=1)(=O)C1C=CC=CC=1.C(=O)([O-])[O-].[Li+].[Li+].[Br-].[Li+]. (6) Given the product [CH2:36]([O:43][C:44](=[O:45])[NH:46][C@H:47]([C:48](=[O:49])[NH:50][C@H:51]([C:6](=[O:28])[NH:7][C@@H:8]([CH2:21][C:22]1[CH:23]=[CH:24][CH:25]=[CH:26][CH:27]=1)[CH:9]([C:11](=[O:20])[NH:12][CH2:13][C:14]1[CH:15]=[CH:16][CH:17]=[CH:18][CH:19]=1)[OH:10])[CH2:55][CH:56]([CH3:57])[CH3:58])[CH3:59])[C:37]1[CH:38]=[CH:39][CH:40]=[CH:41][CH:42]=1, predict the reactants needed to synthesize it. The reactants are: C(O[C:6](=[O:28])[NH:7][C@@H:8]([CH2:21][C:22]1[CH:27]=[CH:26][CH:25]=[CH:24][CH:23]=1)[CH:9]([C:11](=[O:20])[NH:12][CH2:13][C:14]1[CH:19]=[CH:18][CH:17]=[CH:16][CH:15]=1)[OH:10])(C)(C)C.FC(F)(F)C(O)=O.[CH2:36]([O:43][C:44]([NH:46][C@@H:47]([CH3:59])[C:48]([NH:50][C@@H:51]([CH2:55][CH:56]([CH3:58])[CH3:57])C(O)=O)=[O:49])=[O:45])[C:37]1[CH:42]=[CH:41][CH:40]=[CH:39][CH:38]=1.C(N(CC)C(C)C)(C)C.CN(C(ON1N=NC2C=CC=NC1=2)=[N+](C)C)C.F[P-](F)(F)(F)(F)F. (7) The reactants are: [N+:1]([C:4]1[CH:25]=[CH:24][C:7]([NH:8][CH2:9][CH2:10][C:11]2[N:12]=[C:13]([NH:16][C:17](=[O:23])[O:18][C:19]([CH3:22])([CH3:21])[CH3:20])[S:14][CH:15]=2)=[CH:6][CH:5]=1)([O-:3])=[O:2].[C:26](O[C:26]([O:28][C:29]([CH3:32])([CH3:31])[CH3:30])=[O:27])([O:28][C:29]([CH3:32])([CH3:31])[CH3:30])=[O:27]. Given the product [C:19]([O:18][C:17]([NH:16][C:13]1[S:14][CH:15]=[C:11]([CH2:10][CH2:9][N:8]([C:7]2[CH:6]=[CH:5][C:4]([N+:1]([O-:3])=[O:2])=[CH:25][CH:24]=2)[C:26](=[O:27])[O:28][C:29]([CH3:32])([CH3:31])[CH3:30])[N:12]=1)=[O:23])([CH3:22])([CH3:20])[CH3:21], predict the reactants needed to synthesize it. (8) Given the product [O:9]=[CH:8][CH2:7][CH2:3][C:4]([O:5][CH2:12][CH3:18])=[O:21], predict the reactants needed to synthesize it. The reactants are: C([CH:3]([CH2:7][C:8](Cl)=[O:9])[C:4](Cl)=[O:5])C.N1C(C)=CC=C[C:12]=1[CH3:18].[H][H].[O:21]1CCCC1. (9) Given the product [CH:30]1([CH2:29][CH:28]([N:4]2[C:3](=[O:15])[CH:2]=[C:7]([O:24][C:21]3[CH:22]=[CH:23][C:18]([O:17][CH3:16])=[CH:19][CH:20]=3)[CH:6]=[N:5]2)[C:27]([OH:26])=[O:36])[CH2:34][CH2:33][CH2:32][CH2:31]1, predict the reactants needed to synthesize it. The reactants are: Cl[C:2]1[C:3](=[O:15])[N:4](C2CCCCO2)[N:5]=[CH:6][C:7]=1Cl.[CH3:16][O:17][C:18]1[CH:23]=[CH:22][C:21]([OH:24])=[CH:20][CH:19]=1.C[O:26][C:27](=[O:36])[CH:28](Br)[CH2:29][CH:30]1[CH2:34][CH2:33][CH2:32][CH2:31]1. (10) The reactants are: [CH3:1][C:2]([S:5]([N:7]=[C:8]1[CH2:11][O:10][CH2:9]1)=[O:6])([CH3:4])[CH3:3].[Si]([C:16]#[N:17])(C)(C)C. Given the product [C:16]([C:8]1([NH:7][S:5]([C:2]([CH3:1])([CH3:3])[CH3:4])=[O:6])[CH2:11][O:10][CH2:9]1)#[N:17], predict the reactants needed to synthesize it.